Dataset: Full USPTO retrosynthesis dataset with 1.9M reactions from patents (1976-2016). Task: Predict the reactants needed to synthesize the given product. (1) Given the product [C:1]([O:5][C:6]([N:8]1[CH2:9][CH2:10][CH:11]([C:14]2[CH:19]=[CH:18][C:17]([NH:20][C:43]([C:32]3[N:33]([CH2:35][O:36][CH2:37][CH2:38][Si:39]([CH3:42])([CH3:41])[CH3:40])[CH:34]=[C:30]([C:28]#[N:29])[N:31]=3)=[O:44])=[C:16]([C:21]3[CH2:26][CH2:25][S:24][CH2:23][CH:22]=3)[CH:15]=2)[CH2:12][CH2:13]1)=[O:7])([CH3:4])([CH3:2])[CH3:3], predict the reactants needed to synthesize it. The reactants are: [C:1]([O:5][C:6]([N:8]1[CH2:13][CH2:12][CH:11]([C:14]2[CH:19]=[CH:18][C:17]([NH2:20])=[C:16]([C:21]3[CH2:22][CH2:23][S:24][CH2:25][CH:26]=3)[CH:15]=2)[CH2:10][CH2:9]1)=[O:7])([CH3:4])([CH3:3])[CH3:2].[K+].[C:28]([C:30]1[N:31]=[C:32]([C:43]([O-])=[O:44])[N:33]([CH2:35][O:36][CH2:37][CH2:38][Si:39]([CH3:42])([CH3:41])[CH3:40])[CH:34]=1)#[N:29].C1CN([P+](Br)(N2CCCC2)N2CCCC2)CC1.F[P-](F)(F)(F)(F)F.CCN(C(C)C)C(C)C. (2) Given the product [CH2:3]([C:5]1[N:6]=[CH:7][N:8]([C:11]2[CH:16]=[CH:15][C:14]([C:17](=[O:19])[CH3:18])=[CH:13][CH:12]=2)[CH:9]=1)[CH3:4], predict the reactants needed to synthesize it. The reactants are: [H-].[Na+].[CH2:3]([C:5]1[N:6]=[CH:7][NH:8][CH:9]=1)[CH3:4].F[C:11]1[CH:16]=[CH:15][C:14]([C:17](=[O:19])[CH3:18])=[CH:13][CH:12]=1. (3) Given the product [CH3:1][O:2][C:3](=[O:15])[C:4]1[C:9]([Br:10])=[CH:8][CH:7]=[C:6]([N+:11]([O-:13])=[O:12])[C:5]=1[CH2:14][Br:23], predict the reactants needed to synthesize it. The reactants are: [CH3:1][O:2][C:3](=[O:15])[C:4]1[C:9]([Br:10])=[CH:8][CH:7]=[C:6]([N+:11]([O-:13])=[O:12])[C:5]=1[CH3:14].C1C(=O)N([Br:23])C(=O)C1.C(OOC(=O)C1C=CC=CC=1)(=O)C1C=CC=CC=1.CS(C)=O. (4) Given the product [NH2:35][C:34]1[C:29]2[CH:28]=[C:27]3[C:32](=[CH:31][C:30]=2[O:5][N:4]=1)[N:24]([C:15]1[CH:16]=[N:17][C:18]([O:19][CH2:20][CH:21]([CH3:23])[CH3:22])=[C:13]([Cl:12])[CH:14]=1)[C:25](=[O:38])[C:26]13[CH2:37][CH2:36]1, predict the reactants needed to synthesize it. The reactants are: CC(=[N:4][OH:5])C.CC([O-])(C)C.[K+].[Cl:12][C:13]1[CH:14]=[C:15]([N:24]2[C:32]3[C:27](=[CH:28][C:29]([C:34]#[N:35])=[C:30](F)[CH:31]=3)[C:26]3([CH2:37][CH2:36]3)[C:25]2=[O:38])[CH:16]=[N:17][C:18]=1[O:19][CH2:20][CH:21]([CH3:23])[CH3:22].Cl. (5) Given the product [CH:1]1([C:5]2[O:6][N:9]=[C:10]([N:12]3[CH2:13][CH2:14][CH:15]([CH2:18][CH2:19][CH2:20][O:21][C:22]4[CH:34]=[CH:33][C:25]([C:26]([NH:28][C@H:29]([CH3:32])[CH2:30][OH:31])=[O:27])=[C:24]([CH3:35])[CH:23]=4)[CH2:16][CH2:17]3)[N:11]=2)[CH2:4][CH2:3][CH2:2]1, predict the reactants needed to synthesize it. The reactants are: [CH:1]1([C:5](Cl)=[O:6])[CH2:4][CH2:3][CH2:2]1.O[NH:9][C:10]([N:12]1[CH2:17][CH2:16][CH:15]([CH2:18][CH2:19][CH2:20][O:21][C:22]2[CH:34]=[CH:33][C:25]([C:26]([NH:28][C@H:29]([CH3:32])[CH2:30][OH:31])=[O:27])=[C:24]([CH3:35])[CH:23]=2)[CH2:14][CH2:13]1)=[NH:11].CCN(CC)CC. (6) Given the product [F:1][C:2]1[CH:7]=[CH:6][C:5]([CH:8]2[CH2:12][CH2:11][N:10]([CH2:21][C:22]3[O:26][N:25]=[C:24]([C:27]4[CH:28]=[CH:29][C:30]([C:33]([F:36])([F:34])[F:35])=[CH:31][CH:32]=4)[N:23]=3)[C:9]2=[O:13])=[CH:4][CH:3]=1, predict the reactants needed to synthesize it. The reactants are: [F:1][C:2]1[CH:7]=[CH:6][C:5]([CH:8]2[CH2:12][CH2:11][NH:10][C:9]2=[O:13])=[CH:4][CH:3]=1.CC(C)([O-])C.[K+].Cl[CH2:21][C:22]1[O:26][N:25]=[C:24]([C:27]2[CH:32]=[CH:31][C:30]([C:33]([F:36])([F:35])[F:34])=[CH:29][CH:28]=2)[N:23]=1. (7) Given the product [CH2:17]([O:16][C:9]1[C:8]([CH3:7])=[CH:13][C:12]([Br:14])=[CH:11][C:10]=1[CH3:15])[C:18]1[CH:23]=[CH:22][CH:21]=[CH:20][CH:19]=1, predict the reactants needed to synthesize it. The reactants are: C([O-])([O-])=O.[K+].[K+].[CH3:7][C:8]1[CH:13]=[C:12]([Br:14])[CH:11]=[C:10]([CH3:15])[C:9]=1[OH:16].[CH2:17](Cl)[C:18]1[CH:23]=[CH:22][CH:21]=[CH:20][CH:19]=1.O. (8) Given the product [F:1][C:2]1[CH:7]=[CH:6][CH:5]=[C:4]2[C:3]=1[N:14]=[C:44]([N:56]1[CH2:55][CH2:54][N:53]([C:50]3[CH:51]=[CH:52][C:47]([F:46])=[C:48]([CH3:59])[CH:49]=3)[CH2:58][CH2:57]1)[N:43]([C:37]1[C:36]([O:35][CH3:34])=[CH:41][CH:40]=[C:39]([CH3:42])[CH:38]=1)[CH:8]2[CH2:9][C:10]([O:12][CH3:13])=[O:11], predict the reactants needed to synthesize it. The reactants are: [F:1][C:2]1[C:3]([N:14]=P(C2C=CC=CC=2)(C2C=CC=CC=2)C2C=CC=CC=2)=[C:4](/[CH:8]=[CH:9]/[C:10]([O:12][CH3:13])=[O:11])[CH:5]=[CH:6][CH:7]=1.[CH3:34][O:35][C:36]1[CH:41]=[CH:40][C:39]([CH3:42])=[CH:38][C:37]=1[N:43]=[C:44]=O.[F:46][C:47]1[CH:52]=[CH:51][C:50]([N:53]2[CH2:58][CH2:57][NH:56][CH2:55][CH2:54]2)=[CH:49][C:48]=1[CH3:59]. (9) The reactants are: [Br:1][C:2]1[C:3]([C:7]2[CH:12]=[CH:11][N:10]=[C:9]([C:13]([F:16])([F:15])[F:14])[N:8]=2)=[N:4][NH:5][CH:6]=1.[H-].[Na+].[CH3:19][N:20]([CH3:25])[S:21](Cl)(=[O:23])=[O:22]. Given the product [CH3:19][N:20]([CH3:25])[S:21]([N:5]1[CH:6]=[C:2]([Br:1])[C:3]([C:7]2[CH:12]=[CH:11][N:10]=[C:9]([C:13]([F:16])([F:14])[F:15])[N:8]=2)=[N:4]1)(=[O:23])=[O:22], predict the reactants needed to synthesize it.